Predict the product of the given reaction. From a dataset of Forward reaction prediction with 1.9M reactions from USPTO patents (1976-2016). (1) Given the reactants [N:1]([C@H:4]([C@H:26]1[O:30][C:29](=[O:31])[C@H:28]([CH:32]([CH3:34])[CH3:33])[CH2:27]1)[CH2:5][C@H:6]([CH:10]([OH:25])[C:11]1[CH:16]=[C:15]([O:17][CH2:18][CH2:19][CH2:20][O:21][CH3:22])[CH:14]=[C:13]([O:23][CH3:24])[CH:12]=1)[CH:7]([CH3:9])[CH3:8])=[N+:2]=[N-:3].N1C=CC=CC=1.[C:41](O[C:41](=[O:45])[CH:42]([CH3:44])[CH3:43])(=[O:45])[CH:42]([CH3:44])[CH3:43], predict the reaction product. The product is: [N:1]([C@H:4]([C@@H:26]1[CH2:27][C@@H:28]([CH:32]([CH3:34])[CH3:33])[C:29](=[O:31])[O:30]1)[CH2:5][CH:6]([CH:7]([CH3:8])[CH3:9])[C@H:10]([O:25][C:41](=[O:45])[CH:42]([CH3:44])[CH3:43])[C:11]1[CH:16]=[C:15]([O:17][CH2:18][CH2:19][CH2:20][O:21][CH3:22])[CH:14]=[C:13]([O:23][CH3:24])[CH:12]=1)=[N+:2]=[N-:3]. (2) Given the reactants [CH3:1][O:2][C:3]1[CH:4]=[C:5]([C:11]#[C:12][C:13]2[NH:21][C:20]3[C:19](=[O:22])[NH:18][C:17](=[O:23])[N:16]([CH2:24][CH3:25])[C:15]=3[N:14]=2)[CH:6]=[CH:7][C:8]=1[O:9][CH3:10].[CH2:26](N(CC)CC)C.COS(OC)(=O)=O, predict the reaction product. The product is: [CH3:1][O:2][C:3]1[CH:4]=[C:5]([C:11]#[C:12][C:13]2[N:21]([CH3:26])[C:20]3[C:19](=[O:22])[NH:18][C:17](=[O:23])[N:16]([CH2:24][CH3:25])[C:15]=3[N:14]=2)[CH:6]=[CH:7][C:8]=1[O:9][CH3:10]. (3) Given the reactants [C:1]([O:5][C:6]([NH:8][C@@H:9]([CH2:14][C:15]1[CH:20]=[CH:19][C:18]([O:21][S:22]([CH3:25])(=[O:24])=[O:23])=[CH:17][CH:16]=1)[C:10]([O:12]C)=[O:11])=[O:7])([CH3:4])([CH3:3])[CH3:2].[Li+].[OH-].Cl, predict the reaction product. The product is: [C:1]([O:5][C:6]([NH:8][C@@H:9]([CH2:14][C:15]1[CH:20]=[CH:19][C:18]([O:21][S:22]([CH3:25])(=[O:24])=[O:23])=[CH:17][CH:16]=1)[C:10]([OH:12])=[O:11])=[O:7])([CH3:3])([CH3:4])[CH3:2]. (4) Given the reactants [C:1]([C:3]1[CH:4]=[C:5]2[C:10](=[CH:11][C:12]=1F)[O:9][CH2:8][CH2:7][CH:6]2[C:14]([O:16][CH3:17])=[O:15])#[N:2].[OH:18][C:19]1[CH:31]=[CH:30][C:22]([C:23]([O:25][C:26]([CH3:29])([CH3:28])[CH3:27])=[O:24])=[CH:21][C:20]=1[CH3:32].C(=O)([O-])[O-].[K+].[K+], predict the reaction product. The product is: [C:26]([O:25][C:23]([C:22]1[CH:30]=[CH:31][C:19]([O:18][C:12]2[CH:11]=[C:10]3[C:5]([CH:6]([C:14]([O:16][CH3:17])=[O:15])[CH2:7][CH2:8][O:9]3)=[CH:4][C:3]=2[C:1]#[N:2])=[C:20]([CH3:32])[CH:21]=1)=[O:24])([CH3:29])([CH3:28])[CH3:27]. (5) Given the reactants [BH4-].[Na+].[CH3:3][O:4][C:5]1[CH:6]=[C:7]([CH:31]=[CH:32][CH:33]=1)[C:8]([NH:10][CH:11]1[CH2:16][CH2:15][N:14]([CH2:17][C:18]2[CH:27]=[CH:26][C:25]3[C:20](=[CH:21][C:22]([CH2:28][CH:29]=[O:30])=[CH:23][CH:24]=3)[CH:19]=2)[CH2:13][CH2:12]1)=[O:9].[NH4+].[Cl-], predict the reaction product. The product is: [OH:30][CH2:29][CH2:28][C:22]1[CH:21]=[C:20]2[C:25]([CH:26]=[CH:27][C:18]([CH2:17][N:14]3[CH2:15][CH2:16][CH:11]([NH:10][C:8](=[O:9])[C:7]4[CH:31]=[CH:32][CH:33]=[C:5]([O:4][CH3:3])[CH:6]=4)[CH2:12][CH2:13]3)=[CH:19]2)=[CH:24][CH:23]=1. (6) Given the reactants [C:1]1([CH:7]([C:13]2[CH:18]=[CH:17][CH:16]=[CH:15][CH:14]=2)[S:8][CH2:9][C:10](O)=[O:11])[CH:6]=[CH:5][CH:4]=[CH:3][CH:2]=1.S(Cl)([Cl:21])=O, predict the reaction product. The product is: [C:1]1([CH:7]([C:13]2[CH:18]=[CH:17][CH:16]=[CH:15][CH:14]=2)[S:8][CH2:9][C:10]([Cl:21])=[O:11])[CH:6]=[CH:5][CH:4]=[CH:3][CH:2]=1.